This data is from Full USPTO retrosynthesis dataset with 1.9M reactions from patents (1976-2016). The task is: Predict the reactants needed to synthesize the given product. (1) Given the product [CH3:19][N:2]([CH3:1])[S:3]([C:6]1[CH:18]=[CH:17][CH:16]=[CH:15][C:7]=1[O:8][CH2:9][C:10]([NH:20][CH2:21][CH:22]([OH:33])[CH2:23][N:24]1[CH2:32][C:31]2[C:26](=[CH:27][CH:28]=[CH:29][CH:30]=2)[CH2:25]1)=[O:12])(=[O:4])=[O:5], predict the reactants needed to synthesize it. The reactants are: [CH3:1][N:2]([CH3:19])[S:3]([C:6]1[CH:18]=[CH:17][CH:16]=[CH:15][C:7]=1[O:8][CH2:9][C:10]([O:12]CC)=O)(=[O:5])=[O:4].[NH2:20][CH2:21][CH:22]([OH:33])[CH2:23][N:24]1[CH2:32][C:31]2[C:26](=[CH:27][CH:28]=[CH:29][CH:30]=2)[CH2:25]1. (2) Given the product [CH:19]1([C@H:11]([NH:10][C:8]([C:5]2[CH:6]=[CH:7][C:2]([C:44]3[CH:43]=[CH:42][C:41]([O:40][C:39]([F:38])([F:50])[F:51])=[CH:46][CH:45]=3)=[CH:3][C:4]=2[NH:25][C:26]([NH:28][C:29]2[C:34]([CH3:35])=[CH:33][C:32]([CH3:36])=[CH:31][C:30]=2[CH3:37])=[O:27])=[O:9])[C:12]([O:14][C:15]([CH3:18])([CH3:17])[CH3:16])=[O:13])[CH2:24][CH2:23][CH2:22][CH2:21][CH2:20]1, predict the reactants needed to synthesize it. The reactants are: Cl[C:2]1[CH:7]=[CH:6][C:5]([C:8]([NH:10][C@@H:11]([CH:19]2[CH2:24][CH2:23][CH2:22][CH2:21][CH2:20]2)[C:12]([O:14][C:15]([CH3:18])([CH3:17])[CH3:16])=[O:13])=[O:9])=[C:4]([NH:25][C:26]([NH:28][C:29]2[C:34]([CH3:35])=[CH:33][C:32]([CH3:36])=[CH:31][C:30]=2[CH3:37])=[O:27])[CH:3]=1.[F:38][C:39]([F:51])([F:50])[O:40][C:41]1[CH:46]=[CH:45][C:44](B(O)O)=[CH:43][CH:42]=1.[F-].[Cs+].O.